From a dataset of Reaction yield outcomes from USPTO patents with 853,638 reactions. Predict the reaction yield, written as a fraction of the theoretical maximum amount of product (1.0 means a 100% yield; for example, 0.34 means a 34% yield). The reactants are [N:1]1([C:7]2[C:8]3[N:16]=[C:15]([C:17]4[CH:22]=[CH:21][N:20]=[CH:19][CH:18]=4)[S:14][C:9]=3[N:10]=[C:11]([NH2:13])[N:12]=2)[CH2:6][CH2:5][NH:4][CH2:3][CH2:2]1.[Cl:23][C:24]1[CH:34]=[CH:33][C:27]([O:28][CH2:29][C:30](O)=[O:31])=[CH:26][CH:25]=1. No catalyst specified. The product is [NH2:13][C:11]1[N:12]=[C:7]([N:1]2[CH2:6][CH2:5][N:4]([C:30](=[O:31])[CH2:29][O:28][C:27]3[CH:33]=[CH:34][C:24]([Cl:23])=[CH:25][CH:26]=3)[CH2:3][CH2:2]2)[C:8]2[N:16]=[C:15]([C:17]3[CH:22]=[CH:21][N:20]=[CH:19][CH:18]=3)[S:14][C:9]=2[N:10]=1. The yield is 0.430.